Dataset: Full USPTO retrosynthesis dataset with 1.9M reactions from patents (1976-2016). Task: Predict the reactants needed to synthesize the given product. (1) Given the product [F:26][C:25]([F:28])([F:27])[S:22]([O:20][C:19]1[C:2]([Br:1])=[CH:3][C:4]2[CH:10]([CH3:11])[CH2:9][N:8]([C:12](=[O:17])[C:13]([F:14])([F:16])[F:15])[CH2:7][CH2:6][C:5]=2[N:18]=1)(=[O:23])=[O:21], predict the reactants needed to synthesize it. The reactants are: [Br:1][C:2]1[C:19]([OH:20])=[N:18][C:5]2[CH2:6][CH2:7][N:8]([C:12](=[O:17])[C:13]([F:16])([F:15])[F:14])[CH2:9][CH:10]([CH3:11])[C:4]=2[CH:3]=1.[O:21](S(C(F)(F)F)(=O)=O)[S:22]([C:25]([F:28])([F:27])[F:26])(=O)=[O:23].C([O-])([O-])=O.[K+].[K+]. (2) Given the product [N+:11]([C:14]1[C:15]2[NH:21][CH:2]=[N:20][C:16]=2[CH:17]=[CH:18][CH:19]=1)([O-:13])=[O:12], predict the reactants needed to synthesize it. The reactants are: N1C2C=CC=C(N)C=2N=[CH:2]1.[N+:11]([C:14]1[CH:19]=[CH:18][CH:17]=[C:16]([NH2:20])[C:15]=1[NH2:21])([O-:13])=[O:12].O.C1(C)C=CC(S(O)(=O)=O)=CC=1.Cl.[OH-].[Na+]. (3) Given the product [C:1]([O:5][C:6](=[O:22])[N:7]([CH2:8][CH2:9][CH3:10])[C@H:11]1[CH2:20][CH2:19][C:18]2[C:13](=[CH:14][CH:15]=[C:16]([NH:21][S:41]([C:38]3[CH:37]=[CH:36][C:35]([CH2:34][C:33]([F:32])([F:45])[F:46])=[CH:40][CH:39]=3)(=[O:43])=[O:42])[CH:17]=2)[CH2:12]1)([CH3:2])([CH3:3])[CH3:4], predict the reactants needed to synthesize it. The reactants are: [C:1]([O:5][C:6](=[O:22])[N:7]([C@H:11]1[CH2:20][CH2:19][C:18]2[C:13](=[CH:14][CH:15]=[C:16]([NH2:21])[CH:17]=2)[CH2:12]1)[CH2:8][CH2:9][CH3:10])([CH3:4])([CH3:3])[CH3:2].CN(C1C=CC=CN=1)C.[F:32][C:33]([F:46])([F:45])[CH2:34][C:35]1[CH:40]=[CH:39][C:38]([S:41](Cl)(=[O:43])=[O:42])=[CH:37][CH:36]=1. (4) The reactants are: [F:1][C:2]([F:19])([F:18])[C:3]1[CH:8]=[C:7]([CH:9]=[N:10][OH:11])[CH:6]=[CH:5][C:4]=1[C:12]1[CH:17]=[CH:16][CH:15]=[CH:14][CH:13]=1.[O-]Cl.[Na+].[C:23]([C:25]1[CH:31]=[CH:30][C:28]([NH2:29])=[CH:27][CH:26]=1)#[CH:24]. Given the product [F:1][C:2]([F:18])([F:19])[C:3]1[CH:8]=[C:7]([C:9]2[CH:24]=[C:23]([C:25]3[CH:31]=[CH:30][C:28]([NH2:29])=[CH:27][CH:26]=3)[O:11][N:10]=2)[CH:6]=[CH:5][C:4]=1[C:12]1[CH:17]=[CH:16][CH:15]=[CH:14][CH:13]=1, predict the reactants needed to synthesize it. (5) The reactants are: [CH:1]1([O:6][C:7]2[C:8]([NH2:20])=[N:9][CH:10]=[C:11]([O:13][C:14]3[CH:19]=[CH:18][CH:17]=[CH:16][CH:15]=3)[CH:12]=2)[CH2:5][CH2:4][CH2:3][CH2:2]1.[C:21](N1C=CN=C1)([N:23]1C=CN=C1)=[S:22].[NH4+].[OH-].O. Given the product [CH:1]1([O:6][C:7]2[C:8]([NH:20][C:21]([NH2:23])=[S:22])=[N:9][CH:10]=[C:11]([O:13][C:14]3[CH:15]=[CH:16][CH:17]=[CH:18][CH:19]=3)[CH:12]=2)[CH2:5][CH2:4][CH2:3][CH2:2]1, predict the reactants needed to synthesize it. (6) Given the product [F:19][C:10]1[C:9]([OH:8])=[CH:14][CH:13]=[C:12]2[C:11]=1[CH:18]=[CH:20][NH:15]2, predict the reactants needed to synthesize it. The reactants are: C([O:8][C:9]1[CH:14]=[CH:13][C:12]([N+:15]([O-])=O)=[C:11]([CH3:18])[C:10]=1[F:19])C1C=CC=CC=1.[CH3:20]OC(OC)N(C)C.